From a dataset of Full USPTO retrosynthesis dataset with 1.9M reactions from patents (1976-2016). Predict the reactants needed to synthesize the given product. (1) Given the product [C:1]([NH:9][C:10]1[CH:11]=[C:12]([CH:16]=[CH:17][CH:18]=1)[C:13]([Cl:21])=[O:14])(=[O:8])[C:2]1[CH:7]=[CH:6][CH:5]=[CH:4][CH:3]=1, predict the reactants needed to synthesize it. The reactants are: [C:1]([NH:9][C:10]1[CH:11]=[C:12]([CH:16]=[CH:17][CH:18]=1)[C:13](O)=[O:14])(=[O:8])[C:2]1[CH:7]=[CH:6][CH:5]=[CH:4][CH:3]=1.S(Cl)([Cl:21])=O. (2) Given the product [F:16][C:17]1[CH:18]=[C:19]([C@H:23]2[CH2:27][CH2:26][CH2:25][N:24]2[C:28]2[CH:29]=[CH:30][C:31]3[N:32]([C:34]([C:37]4[N:38]=[C:39]([C:43]5[CH:48]=[CH:47][N:46]=[C:45]([N:1]6[CH2:5][CH2:4][C@@H:3]([OH:6])[CH2:2]6)[N:44]=5)[CH:40]=[CH:41][CH:42]=4)=[CH:35][N:36]=3)[N:33]=2)[CH:20]=[CH:21][CH:22]=1, predict the reactants needed to synthesize it. The reactants are: [NH:1]1[CH2:5][CH2:4][C@@H:3]([OH:6])[CH2:2]1.CCN(C(C)C)C(C)C.[F:16][C:17]1[CH:18]=[C:19]([C@H:23]2[CH2:27][CH2:26][CH2:25][N:24]2[C:28]2[CH:29]=[CH:30][C:31]3[N:32]([C:34]([C:37]4[CH:42]=[CH:41][CH:40]=[C:39]([C:43]5[CH:48]=[CH:47][N:46]=[C:45](S(C)(=O)=O)[N:44]=5)[N:38]=4)=[CH:35][N:36]=3)[N:33]=2)[CH:20]=[CH:21][CH:22]=1. (3) Given the product [CH2:6]([O:8][C:9](=[C:2]([C:1]#[N:5])[C:3]#[N:4])[CH3:10])[CH3:7], predict the reactants needed to synthesize it. The reactants are: [C:1](#[N:5])[CH2:2][C:3]#[N:4].[CH2:6]([O:8][C:9](OCC)(OCC)[CH3:10])[CH3:7].